Dataset: Forward reaction prediction with 1.9M reactions from USPTO patents (1976-2016). Task: Predict the product of the given reaction. Given the reactants CSC1N=[C:7]([NH:9][CH2:10][C:11]2[CH:16]=[CH:15][C:14]([O:17][CH3:18])=[C:13]([Cl:19])[CH:12]=2)C(C(OCC)=O)=CN=1.[B].CSC.S(C)C.Cl, predict the reaction product. The product is: [CH3:7][NH:9][CH2:10][C:11]1[CH:16]=[CH:15][C:14]([O:17][CH3:18])=[C:13]([Cl:19])[CH:12]=1.